Dataset: Full USPTO retrosynthesis dataset with 1.9M reactions from patents (1976-2016). Task: Predict the reactants needed to synthesize the given product. Given the product [Cl:1][C:2]1[CH:27]=[N:26][C:5]2[N:6]=[C:7]([N:12]3[CH2:16][CH2:15][C@@H:14]([N:17]([CH3:25])[C:18](=[O:24])[O:19][C:20]([CH3:23])([CH3:21])[CH3:22])[CH2:13]3)[C:8]3[N:9]([CH:28]=[N:11][N:10]=3)[C:4]=2[CH:3]=1, predict the reactants needed to synthesize it. The reactants are: [Cl:1][C:2]1[CH:27]=[N:26][C:5]2=[N:6][C:7]([N:12]3[CH2:16][CH2:15][C@@H:14]([N:17]([CH3:25])[C:18](=[O:24])[O:19][C:20]([CH3:23])([CH3:22])[CH3:21])[CH2:13]3)=[C:8]([NH:10][NH2:11])[N:9]=[C:4]2[CH:3]=1.[CH:28](OC)(OC)OC.